From a dataset of Full USPTO retrosynthesis dataset with 1.9M reactions from patents (1976-2016). Predict the reactants needed to synthesize the given product. (1) Given the product [Cl:3][C:4]1[CH:5]=[C:6]([C:11]2([CH2:17][CH2:18][N:19]3[C@H:24]4[CH2:25][CH2:26][C@@H:20]3[CH2:21][CH:22]([N:27]3[C:31]5[CH:32]=[CH:33][CH:34]=[CH:35][C:30]=5[N:29]=[C:28]3[CH3:36])[CH2:23]4)[CH2:12][CH2:13][N:14]([C:46](=[O:47])[C:45]([CH3:50])([CH3:49])[CH3:44])[CH2:15][CH2:16]2)[CH:7]=[C:8]([F:10])[CH:9]=1, predict the reactants needed to synthesize it. The reactants are: Cl.Cl.[Cl:3][C:4]1[CH:5]=[C:6]([C:11]2([CH2:17][CH2:18][N:19]3[C@H:24]4[CH2:25][CH2:26][C@@H:20]3[CH2:21][CH:22]([N:27]3[C:31]5[CH:32]=[CH:33][CH:34]=[CH:35][C:30]=5[N:29]=[C:28]3[CH3:36])[CH2:23]4)[CH2:16][CH2:15][NH:14][CH2:13][CH2:12]2)[CH:7]=[C:8]([F:10])[CH:9]=1.C(N(CC)CC)C.[CH3:44][C:45]([CH3:50])([CH3:49])[C:46](Cl)=[O:47]. (2) Given the product [CH3:1][N:2]([C:4]1[CH:5]=[C:6]([CH:11]=[CH:12][C:13]=1[O:14][CH2:24][CH:23]1[CH2:26][CH2:27][CH2:28][NH:22]1)[C:7]([O:9][CH3:10])=[O:8])[CH3:3], predict the reactants needed to synthesize it. The reactants are: [CH3:1][N:2]([C:4]1[CH:5]=[C:6]([CH:11]=[CH:12][C:13]=1[OH:14])[C:7]([O:9][CH3:10])=[O:8])[CH3:3].C(OC([N:22]1[CH2:28][CH2:27][CH2:26][C@H:23]1[CH2:24]O)=O)(C)(C)C.C1C=CC(P(C2C=CC=CC=2)C2C=CC=CC=2)=CC=1.CC(OC(/N=N/C(OC(C)C)=O)=O)C.C(O)(C(F)(F)F)=O.